Dataset: Choline transporter screen with 302,306 compounds. Task: Binary Classification. Given a drug SMILES string, predict its activity (active/inactive) in a high-throughput screening assay against a specified biological target. (1) The molecule is Clc1c(NC(=S)NCCc2ncccc2)cccc1. The result is 0 (inactive). (2) The molecule is Clc1ccc(CC(=O)N2CCN(CC2)C(OCC)=O)cc1. The result is 0 (inactive). (3) The compound is o1c2c(C=3CC(CC(=O)C3)(C)C)cccc2c2c1cccc2. The result is 0 (inactive). (4) The drug is O1CCN(C(c2cc3c([nH]c2=O)ccc(c3)CC)c2n(nnn2)Cc2ccccc2)CC1. The result is 0 (inactive).